Dataset: Full USPTO retrosynthesis dataset with 1.9M reactions from patents (1976-2016). Task: Predict the reactants needed to synthesize the given product. Given the product [CH3:1][N:2]([CH:3]1[CH2:8][CH2:7][C:6]([C:9]2[C:17]3[C:12](=[CH:13][CH:14]=[C:15]([N+:18]([O-:20])=[O:19])[CH:16]=3)[NH:11][CH:10]=2)=[CH:5][CH2:4]1)[C:33](=[O:34])[O:32][C:29]([CH3:31])([CH3:30])[CH3:28], predict the reactants needed to synthesize it. The reactants are: [CH3:1][NH:2][CH:3]1[CH2:8][CH2:7][C:6]([C:9]2[C:17]3[C:12](=[CH:13][CH:14]=[C:15]([N+:18]([O-:20])=[O:19])[CH:16]=3)[NH:11][CH:10]=2)=[CH:5][CH2:4]1.CCN(CC)CC.[CH3:28][C:29]([O:32][C:33](O[C:33]([O:32][C:29]([CH3:31])([CH3:30])[CH3:28])=[O:34])=[O:34])([CH3:31])[CH3:30].